From a dataset of Full USPTO retrosynthesis dataset with 1.9M reactions from patents (1976-2016). Predict the reactants needed to synthesize the given product. The reactants are: [CH2:1]([N:8]1[C:16]2[C:11](=[N:12][CH:13]=[C:14]([C:26]([OH:28])=O)[C:15]=2[O:17][CH2:18][C:19]2[CH:24]=[CH:23][C:22]([F:25])=[CH:21][CH:20]=2)[C:10]([CH3:29])=[C:9]1[CH3:30])[C:2]1[CH:7]=[CH:6][CH:5]=[CH:4][CH:3]=1.O.O[N:33]1[C:37]2[CH:38]=[CH:39][CH:39]=[CH:38][C:37]=2[N:33]=N1.Cl.CN(C)CCCN=C=NCC.C(N(C(C)C)CC)(C)C.C1(N)CC1. Given the product [CH2:1]([N:8]1[C:16]2[C:11](=[N:12][CH:13]=[C:14]([C:26]([NH:33][CH:37]3[CH2:38][CH2:39]3)=[O:28])[C:15]=2[O:17][CH2:18][C:19]2[CH:20]=[CH:21][C:22]([F:25])=[CH:23][CH:24]=2)[C:10]([CH3:29])=[C:9]1[CH3:30])[C:2]1[CH:7]=[CH:6][CH:5]=[CH:4][CH:3]=1, predict the reactants needed to synthesize it.